Dataset: Forward reaction prediction with 1.9M reactions from USPTO patents (1976-2016). Task: Predict the product of the given reaction. Given the reactants CCN(C(C)C)C(C)C.Cl[C:11]1[CH:12]=[CH:13][C:14]2[N:15]([C:17]([C:20]([F:23])([F:22])[F:21])=[N:18][N:19]=2)[N:16]=1.[CH3:24][N:25]([CH:33]1[CH2:38][CH2:37][NH:36][CH2:35][CH2:34]1)[C:26](=[O:32])[O:27][C:28]([CH3:31])([CH3:30])[CH3:29], predict the reaction product. The product is: [CH3:24][N:25]([CH:33]1[CH2:34][CH2:35][N:36]([C:11]2[CH:12]=[CH:13][C:14]3[N:15]([C:17]([C:20]([F:23])([F:22])[F:21])=[N:18][N:19]=3)[N:16]=2)[CH2:37][CH2:38]1)[C:26](=[O:32])[O:27][C:28]([CH3:31])([CH3:29])[CH3:30].